Dataset: Peptide-MHC class II binding affinity with 134,281 pairs from IEDB. Task: Regression. Given a peptide amino acid sequence and an MHC pseudo amino acid sequence, predict their binding affinity value. This is MHC class II binding data. (1) The peptide sequence is EKKYFAPTQFEPLAA. The MHC is HLA-DQA10101-DQB10501 with pseudo-sequence HLA-DQA10101-DQB10501. The binding affinity (normalized) is 0.431. (2) The peptide sequence is VDGNPTVDIEEAPEM. The MHC is HLA-DQA10501-DQB10303 with pseudo-sequence HLA-DQA10501-DQB10303. The binding affinity (normalized) is 0. (3) The peptide sequence is VWKRELNLLDKRQFE. The MHC is DRB3_0301 with pseudo-sequence DRB3_0301. The binding affinity (normalized) is 0.465. (4) The peptide sequence is EQISVLRKAFDAFDR. The MHC is DRB1_1501 with pseudo-sequence DRB1_1501. The binding affinity (normalized) is 0.502. (5) The peptide sequence is PPLYATGRLSQAQLMPSPPM. The MHC is DRB1_0301 with pseudo-sequence DRB1_0301. The binding affinity (normalized) is 0.396. (6) The peptide sequence is WLSWQVAKAGLKTND. The MHC is HLA-DQA10201-DQB10301 with pseudo-sequence HLA-DQA10201-DQB10301. The binding affinity (normalized) is 0.358.